Dataset: Catalyst prediction with 721,799 reactions and 888 catalyst types from USPTO. Task: Predict which catalyst facilitates the given reaction. Reactant: CN1[C:11](=[O:12])[C:10]2[C:5](=[N:6][CH:7]=[C:8]([N:13]3[CH2:18][CH2:17][N:16]([C:19]([O:21][C:22]([CH3:25])([CH3:24])[CH3:23])=[O:20])[CH2:15][CH2:14]3)[N:9]=2)[N:4]=C1.C[OH:27]. Product: [NH2:4][C:5]1[C:10]([C:11]([OH:27])=[O:12])=[N:9][C:8]([N:13]2[CH2:18][CH2:17][N:16]([C:19]([O:21][C:22]([CH3:23])([CH3:25])[CH3:24])=[O:20])[CH2:15][CH2:14]2)=[CH:7][N:6]=1. The catalyst class is: 74.